This data is from Forward reaction prediction with 1.9M reactions from USPTO patents (1976-2016). The task is: Predict the product of the given reaction. The product is: [CH3:15][S:12]([C:9]1[CH:10]=[CH:11][C:2]([N:16]2[CH2:21][CH2:20][O:19][CH2:18][CH2:17]2)=[C:3]([CH:8]=1)[C:4]([O:6][CH3:7])=[O:5])(=[O:14])=[O:13]. Given the reactants Cl[C:2]1[CH:11]=[CH:10][C:9]([S:12]([CH3:15])(=[O:14])=[O:13])=[CH:8][C:3]=1[C:4]([O:6][CH3:7])=[O:5].[NH:16]1[CH2:21][CH2:20][O:19][CH2:18][CH2:17]1.C(=O)([O-])[O-].[Cs+].[Cs+].C1(P(C2C=CC=CC=2)C2C=CC3C(=CC=CC=3)C=2C2C3C(=CC=CC=3)C=CC=2P(C2C=CC=CC=2)C2C=CC=CC=2)C=CC=CC=1, predict the reaction product.